The task is: Predict which catalyst facilitates the given reaction.. This data is from Catalyst prediction with 721,799 reactions and 888 catalyst types from USPTO. (1) Reactant: [F:1][C:2]([F:15])([F:14])[C:3]1[CH:12]=[CH:11][C:10]([NH2:13])=[C:9]2[C:4]=1[CH:5]=[CH:6][CH:7]=[N:8]2.[F:16][C:17]([F:29])([F:28])[C:18]1[N:23]=[CH:22][C:21]([S:24](Cl)(=[O:26])=[O:25])=[CH:20][CH:19]=1.N1C=CC=CC=1. Product: [F:15][C:2]([F:1])([F:14])[C:3]1[CH:12]=[CH:11][C:10]([NH:13][S:24]([C:21]2[CH:22]=[N:23][C:18]([C:17]([F:29])([F:16])[F:28])=[CH:19][CH:20]=2)(=[O:26])=[O:25])=[C:9]2[C:4]=1[CH:5]=[CH:6][CH:7]=[N:8]2. The catalyst class is: 79. (2) Reactant: [C:1](Cl)(=O)[C:2]([Cl:4])=[O:3].[CH2:7]([O:9][C:10]([N:12]1C[CH2:15][CH2:14][C@@H:13]1C(O)=O)=[O:11])[CH3:8].CN(C)C=O. Product: [Cl:4][C:2]([C@H:1]1[CH2:15][CH2:14][CH2:13][N:12]1[C:10]([O:9][CH2:7][CH3:8])=[O:11])=[O:3]. The catalyst class is: 4. (3) Product: [CH3:1][O:2][C:3]1([O:5][CH3:6])[CH2:10][C:9](=[CH:8][C:7]([O:12][CH2:13][CH3:14])=[O:11])[CH2:4]1. The catalyst class is: 11. Reactant: [CH3:1][O:2][C:3]([O:5][CH3:6])=[CH2:4].[C:7]([O:12][CH2:13][CH3:14])(=[O:11])[CH:8]=[C:9]=[CH2:10]. (4) Reactant: [CH2:1]([N:5]([CH3:18])[C:6]([C:8]1[CH:9]=[C:10]([CH:15]=[CH:16][CH:17]=1)[C:11]([O:13]C)=[O:12])=[O:7])[CH2:2][CH2:3][CH3:4].COC(C1C=C(C=CC=1)C(O)=O)=O.CCN(C(C)C)C(C)C.CN(C(ON1N=NC2C=CC=NC1=2)=[N+](C)C)C.F[P-](F)(F)(F)(F)F.CNCCCC. Product: [CH2:1]([N:5]([CH3:18])[C:6]([C:8]1[CH:9]=[C:10]([CH:15]=[CH:16][CH:17]=1)[C:11]([OH:13])=[O:12])=[O:7])[CH2:2][CH2:3][CH3:4]. The catalyst class is: 139. (5) Reactant: Cl[C:2]1[NH:6][C:5]2[CH:7]=[CH:8][CH:9]=[C:10]([N+:11]([O-:13])=[O:12])[C:4]=2[N:3]=1.[CH3:14][N:15]1[CH2:20][CH2:19][NH:18][CH2:17][CH2:16]1. Product: [CH3:14][N:15]1[CH2:20][CH2:19][N:18]([C:2]2[NH:6][C:5]3[CH:7]=[CH:8][CH:9]=[C:10]([N+:11]([O-:13])=[O:12])[C:4]=3[N:3]=2)[CH2:17][CH2:16]1. The catalyst class is: 16. (6) Reactant: [CH:1]([C:4]1[CH:9]=[CH:8][C:7]([NH:10][C:11]([C:13]2[CH:14]=[N:15][C:16](Cl)=[CH:17][CH:18]=2)=[O:12])=[CH:6][CH:5]=1)([CH3:3])[CH3:2].[CH3:20][O-:21].[Na+]. Product: [CH:1]([C:4]1[CH:9]=[CH:8][C:7]([NH:10][C:11]([C:13]2[CH:14]=[N:15][C:16]([O:21][CH3:20])=[CH:17][CH:18]=2)=[O:12])=[CH:6][CH:5]=1)([CH3:3])[CH3:2]. The catalyst class is: 1. (7) The catalyst class is: 8. Reactant: Cl.[Cl:2][C:3]1[C:8]([F:9])=[CH:7][CH:6]=[CH:5][C:4]=1[NH:10][NH2:11].C(=O)([O-])[O-].[K+].[K+].[C:18](OCC)(=[O:26])[C:19]#[C:20][C:21]([O:23][CH2:24][CH3:25])=[O:22].Cl. Product: [Cl:2][C:3]1[C:8]([F:9])=[CH:7][CH:6]=[CH:5][C:4]=1[N:10]1[C:18]([OH:26])=[CH:19][C:20]([C:21]([O:23][CH2:24][CH3:25])=[O:22])=[N:11]1. (8) Reactant: [Cl:1][C:2]1[C:7]([O:8][C:9]2[CH:10]=[CH:11][C:12]3[N:13]([CH:15]=[C:16]([NH:18]C(C4CC4)=O)[N:17]=3)[N:14]=2)=[CH:6][C:5]([NH:24][C:25]([C:27]2[N:31]([CH3:32])[N:30]=[C:29]([CH3:33])[CH:28]=2)=[O:26])=[C:4]([F:34])[CH:3]=1.Cl.C(OCC)(=O)C. Product: [ClH:1].[NH2:18][C:16]1[N:17]=[C:12]2[CH:11]=[CH:10][C:9]([O:8][C:7]3[CH:2]=[CH:3][C:4]([F:34])=[C:5]([NH:24][C:25]([C:27]4[N:31]([CH3:32])[N:30]=[C:29]([CH3:33])[CH:28]=4)=[O:26])[CH:6]=3)=[N:14][N:13]2[CH:15]=1. The catalyst class is: 5. (9) Reactant: [CH3:1][N:2]1[CH2:7][CH2:6][CH:5]([CH2:8][O:9][C:10]2[CH:15]=[CH:14][C:13]([N+:16]([O-])=O)=[CH:12][CH:11]=2)[CH2:4][CH2:3]1.Cl. Product: [CH3:1][N:2]1[CH2:7][CH2:6][CH:5]([CH2:8][O:9][C:10]2[CH:11]=[CH:12][C:13]([NH2:16])=[CH:14][CH:15]=2)[CH2:4][CH2:3]1. The catalyst class is: 43. (10) Reactant: [Cl:1][C:2]1[C:7]([C:8]([OH:10])=[O:9])=[CH:6][N:5]=[CH:4][C:3]=1[F:11].[CH2:12]1CCN2C(=NCCC2)CC1.IC. Product: [Cl:1][C:2]1[C:7]([C:8]([O:10][CH3:12])=[O:9])=[CH:6][N:5]=[CH:4][C:3]=1[F:11]. The catalyst class is: 10.